Predict which catalyst facilitates the given reaction. From a dataset of Catalyst prediction with 721,799 reactions and 888 catalyst types from USPTO. (1) Reactant: CC[C@H]1[C@H]2C[C@H]([C@H](OC3C4C(=CC=CC=4)C(O[C@H](C4C=CN=C5C=4C=C(OC)C=C5)[C@@H]4N5C[C@H](CC)[C@@H](CC5)C4)=NN=3)C3C=CN=C4C=3C=C([O:22]C)C=C4)N(CC2)C1.[C:59]([OH:63])(C)([CH3:61])[CH3:60].O.[Cl:65][C:66]1[CH:75]=[C:74]2[C:69]([CH:70]=[CH:71][C:72]([CH3:76])=[N:73]2)=[C:68]([C:77]2[CH:82]=[CH:81][C:80]([Cl:83])=[CH:79][CH:78]=2)C=1C=C. Product: [Cl:65][C:66]1[CH:75]=[C:74]2[C:69]([CH:70]=[CH:71][C:72]([CH3:76])=[N:73]2)=[C:68]([C:77]2[CH:82]=[CH:81][C:80]([Cl:83])=[CH:79][CH:78]=2)[C:60]=1[C@H:59]([OH:63])[CH2:61][OH:22]. The catalyst class is: 13. (2) Reactant: [F:1][CH:2]([F:33])[C:3]1[CH:7]=[C:6]([CH:8]([F:10])[F:9])[N:5]([CH2:11][C:12]([N:14]2[CH2:19][CH2:18][CH:17]([C:20]3[S:21][CH:22]=[C:23]([C:25]4[CH2:29][CH:28]([C:30]([OH:32])=[O:31])[O:27][N:26]=4)[N:24]=3)[CH2:16][CH2:15]2)=[O:13])[N:4]=1.[Cl:34][CH:35]1[CH2:40][CH2:39][CH2:38][CH2:37][CH:36]1O.Cl.C(N=C=NCCCN(C)C)C.O. Product: [F:33][CH:2]([F:1])[C:3]1[CH:7]=[C:6]([CH:8]([F:10])[F:9])[N:5]([CH2:11][C:12]([N:14]2[CH2:19][CH2:18][CH:17]([C:20]3[S:21][CH:22]=[C:23]([C:25]4[CH2:29][CH:28]([C:30]([O:32][CH:36]5[CH2:37][CH2:38][CH2:39][CH2:40][CH:35]5[Cl:34])=[O:31])[O:27][N:26]=4)[N:24]=3)[CH2:16][CH2:15]2)=[O:13])[N:4]=1. The catalyst class is: 112. (3) Reactant: [CH2:1]([O:8][C:9]1[C:14]([C:15]([CH3:18])([CH3:17])[CH3:16])=[CH:13][CH:12]=[CH:11][C:10]=1[C:19]([C:21]1[CH:26]=[CH:25][CH:24]=[C:23]([C:27]2[CH:32]=[CH:31][CH:30]=[CH:29][N:28]=2)[CH:22]=1)=[O:20])[C:2]1[CH:7]=[CH:6][CH:5]=[CH:4][CH:3]=1.[C:33]1([Li])[CH:38]=[CH:37][CH:36]=[CH:35][CH:34]=1.[Cl-].[NH4+]. Product: [CH2:1]([O:8][C:9]1[C:14]([C:15]([CH3:18])([CH3:17])[CH3:16])=[CH:13][CH:12]=[CH:11][C:10]=1[C:19]([C:33]1[CH:38]=[CH:37][CH:36]=[CH:35][CH:34]=1)([C:21]1[CH:26]=[CH:25][CH:24]=[C:23]([C:27]2[CH:32]=[CH:31][CH:30]=[CH:29][N:28]=2)[CH:22]=1)[OH:20])[C:2]1[CH:3]=[CH:4][CH:5]=[CH:6][CH:7]=1. The catalyst class is: 7. (4) Reactant: Cl[CH:2]([C:16]1[CH:21]=[CH:20][CH:19]=[CH:18][CH:17]=1)[C:3]([C:5]1[C:13]2[C:8](=[CH:9][CH:10]=[C:11]([F:14])[CH:12]=2)[N:7]([CH3:15])[CH:6]=1)=[O:4].[CH3:22][O:23][C:24]1[CH:25]=[C:26]([CH:28]=[CH:29][CH:30]=1)[NH2:27]. Product: [F:14][C:11]1[CH:12]=[C:13]2[C:8](=[CH:9][CH:10]=1)[N:7]([CH3:15])[CH:6]=[C:5]2[C:3](=[O:4])[CH:2]([NH:27][C:26]1[CH:28]=[CH:29][CH:30]=[C:24]([O:23][CH3:22])[CH:25]=1)[C:16]1[CH:21]=[CH:20][CH:19]=[CH:18][CH:17]=1. The catalyst class is: 10. (5) Reactant: [Cl:1][C:2]1[CH:7]=[CH:6][C:5]([C:8]2[C:12]3[CH2:13][N:14]([C:17](=[O:23])[CH2:18][O:19]C(=O)C)[CH2:15][CH2:16][C:11]=3[N:10]([CH2:24][CH2:25][CH2:26][N:27]3[CH2:32][CH2:31][O:30][CH2:29][CH2:28]3)[N:9]=2)=[CH:4][C:3]=1[C:33]#[C:34][C:35]1[CH:40]=[CH:39][C:38]([Cl:41])=[CH:37][CH:36]=1.[OH-].[Na+]. Product: [Cl:1][C:2]1[CH:7]=[CH:6][C:5]([C:8]2[C:12]3[CH2:13][N:14]([C:17](=[O:23])[CH2:18][OH:19])[CH2:15][CH2:16][C:11]=3[N:10]([CH2:24][CH2:25][CH2:26][N:27]3[CH2:32][CH2:31][O:30][CH2:29][CH2:28]3)[N:9]=2)=[CH:4][C:3]=1[C:33]#[C:34][C:35]1[CH:36]=[CH:37][C:38]([Cl:41])=[CH:39][CH:40]=1. The catalyst class is: 24. (6) Reactant: [CH:1]1([C@H:4]([NH2:6])[CH3:5])[CH2:3][CH2:2]1.C([O:9][C:10]([C:12]1[N:13]([CH2:25][CH2:26]Br)[N:14]=[C:15]([CH2:17][O:18][C:19]2[CH:24]=[CH:23][CH:22]=[CH:21][CH:20]=2)[CH:16]=1)=O)C.[I-].[K+]. Product: [CH:1]1([C@H:4]([N:6]2[CH2:26][CH2:25][N:13]3[N:14]=[C:15]([CH2:17][O:18][C:19]4[CH:24]=[CH:23][CH:22]=[CH:21][CH:20]=4)[CH:16]=[C:12]3[C:10]2=[O:9])[CH3:5])[CH2:3][CH2:2]1. The catalyst class is: 10.